From a dataset of Retrosynthesis with 50K atom-mapped reactions and 10 reaction types from USPTO. Predict the reactants needed to synthesize the given product. (1) Given the product CCC(CC)c1cccc2c1[nH]c(=O)n2Cc1ccc(OC)cc1, predict the reactants needed to synthesize it. The reactants are: CCC(CC)c1cccc2[nH]c(=O)[nH]c12.COc1ccc(CCl)cc1. (2) Given the product CCOC(=O)c1c(C)nn(C2CCCCC2)c1C, predict the reactants needed to synthesize it. The reactants are: CCOC(=O)C(C(C)=O)C(C)=O.NNC1CCCCC1. (3) Given the product CC(C)c1cccc([C@H](C)NC(=O)c2ccc3c(c2)ncn3Cc2ccc(B3OC(C)(C)C(C)(C)O3)cc2)c1, predict the reactants needed to synthesize it. The reactants are: CC(C)c1cccc([C@H](C)NC(=O)c2ccc3c(c2)ncn3Cc2ccc(Br)cc2)c1.CC1(C)OB(B2OC(C)(C)C(C)(C)O2)OC1(C)C. (4) The reactants are: C[C@@H](n1ccn(-c2ccc(OCC(F)(F)C(F)F)cc2)c1=O)[C@](O)(COS(C)(=O)=O)c1ccccc1F.c1nc[nH]n1. Given the product C[C@@H](n1ccn(-c2ccc(OCC(F)(F)C(F)F)cc2)c1=O)[C@@](O)(Cn1cncn1)c1ccccc1F, predict the reactants needed to synthesize it. (5) The reactants are: Brc1cn2ccnc2c(Br)n1.N#Cc1sc(NCCN)nc1N. Given the product N#Cc1sc(NCCNc2nc(Br)cn3ccnc23)nc1N, predict the reactants needed to synthesize it. (6) Given the product C#CCN(Cc1ccc2ncn(COC(=O)C(C)(C)C)c(=O)c2c1)c1ccc(C(C)=O)cc1, predict the reactants needed to synthesize it. The reactants are: C#CCNc1ccc(C(C)=O)cc1.CC(C)(C)C(=O)OCn1cnc2ccc(CBr)cc2c1=O. (7) Given the product C=CC[C@@]1(C)C[C@H](c2cccc(Cl)c2)[C@@H](c2ccc(Cl)cc2)N([C@@H](CC)CNC)C1=O, predict the reactants needed to synthesize it. The reactants are: C=CC[C@@]1(C)C[C@H](c2cccc(Cl)c2)[C@@H](c2ccc(Cl)cc2)N([C@H](C=O)CC)C1=O.CN. (8) Given the product O=C(Cc1ccc2c(c1)OCO2)N[C@H]1CC[C@H](CCN2CCN(c3cccc4c3OCO4)CC2)CC1, predict the reactants needed to synthesize it. The reactants are: N[C@H]1CC[C@H](CCN2CCN(c3cccc4c3OCO4)CC2)CC1.O=C(O)Cc1ccc2c(c1)OCO2. (9) Given the product O=C(Nc1ccn([C@@H]2CS[C@H](CO)O2)c(=O)n1)OCC(Cl)(Cl)Cl, predict the reactants needed to synthesize it. The reactants are: Nc1ccn([C@@H]2CS[C@H](CO)O2)c(=O)n1.O=C(Cl)OCC(Cl)(Cl)Cl.